This data is from Forward reaction prediction with 1.9M reactions from USPTO patents (1976-2016). The task is: Predict the product of the given reaction. (1) Given the reactants C(Cl)(=O)C(Cl)=O.[CH:7]([O:10][CH2:11][C:12]([OH:14])=O)([CH3:9])[CH3:8].[C:15]([C:19]1[CH:24]=[CH:23][C:22]([S:25]([NH:28][C:29]2[CH:34]=[CH:33][C:32]([Cl:35])=[CH:31][C:30]=2[C:36]([NH:38][NH2:39])=[O:37])(=[O:27])=[O:26])=[CH:21][CH:20]=1)([CH3:18])([CH3:17])[CH3:16], predict the reaction product. The product is: [C:15]([C:19]1[CH:24]=[CH:23][C:22]([S:25]([NH:28][C:29]2[CH:34]=[CH:33][C:32]([Cl:35])=[CH:31][C:30]=2[C:36]([NH:38][NH:39][C:12](=[O:14])[CH2:11][O:10][CH:7]([CH3:8])[CH3:9])=[O:37])(=[O:26])=[O:27])=[CH:21][CH:20]=1)([CH3:18])([CH3:16])[CH3:17]. (2) The product is: [NH2:17][C:8]1[C:7]2[N:6]=[C:5]([CH2:18][CH2:19][CH3:20])[N:4]([CH2:3][C:2]([CH3:28])([CH3:1])[CH2:21][C:22](=[O:23])[CH3:27])[C:16]=2[C:15]2[CH:14]=[CH:13][CH:12]=[CH:11][C:10]=2[N:9]=1. Given the reactants [CH3:1][C:2]([CH3:28])([CH2:21][C:22]1([CH3:27])OCC[O:23]1)[CH2:3][N:4]1[C:16]2[C:15]3[CH:14]=[CH:13][CH:12]=[CH:11][C:10]=3[N:9]=[C:8]([NH2:17])[C:7]=2[N:6]=[C:5]1[CH2:18][CH2:19][CH3:20].Cl, predict the reaction product. (3) Given the reactants C([O:8][C:9]1[C:10]([O:27]CC2C=CC=CC=2)=[C:11]([CH:23]=[C:24](I)[N:25]=1)[C:12]([NH:14][CH2:15][C:16]1[CH:21]=[CH:20][C:19]([F:22])=[CH:18][CH:17]=1)=[O:13])C1C=CC=CC=1.I[C:36]([F:39])([F:38])[F:37], predict the reaction product. The product is: [F:22][C:19]1[CH:18]=[CH:17][C:16]([CH2:15][NH:14][C:12](=[O:13])[C:11]2[CH:23]=[C:24]([C:36]([F:39])([F:38])[F:37])[N:25]=[C:9]([OH:8])[C:10]=2[OH:27])=[CH:21][CH:20]=1. (4) Given the reactants [C:1](=[O:8])([O:3][C:4]([CH3:7])([CH3:6])[CH3:5])[NH2:2].C1(P(C2CCCCC2)C2C=CC=CC=2C2C(C(C)C)=CC(C(C)C)=CC=2C(C)C)CCCCC1.C(=O)([O-])[O-].[Cs+].[Cs+].FC(F)(F)S(O[C:55]1[C:63]2[CH:62]=[CH:61][S:60][C:59]=2[CH:58]=[C:57]([C:64]([O:66][CH2:67][CH3:68])=[O:65])[CH:56]=1)(=O)=O, predict the reaction product. The product is: [C:4]([O:3][C:1]([NH:2][C:55]1[C:63]2[CH:62]=[CH:61][S:60][C:59]=2[CH:58]=[C:57]([C:64]([O:66][CH2:67][CH3:68])=[O:65])[CH:56]=1)=[O:8])([CH3:7])([CH3:6])[CH3:5]. (5) Given the reactants [F:1][C:2]1[CH:3]=[C:4]([CH:7]=[C:8]([F:10])[CH:9]=1)[CH2:5]Br.[CH3:11][C:12]([CH3:14])=[O:13], predict the reaction product. The product is: [F:1][C:2]1[CH:3]=[C:4]([CH2:5][C:12]([CH3:14])([OH:13])[CH3:11])[CH:7]=[C:8]([F:10])[CH:9]=1. (6) Given the reactants [CH2:1]([O:3][C:4](=[O:32])[NH:5][CH:6]([CH3:31])[C:7]([C:9]1[CH:10]=[C:11]2[C:15](=[C:16]([C:18]#[N:19])[CH:17]=1)[N:14]([CH2:20][CH2:21][CH2:22][O:23][Si:24]([C:27]([CH3:30])([CH3:29])[CH3:28])([CH3:26])[CH3:25])[CH2:13][CH2:12]2)=O)[CH3:2].C([SiH](CC)CC)C.FC(F)(F)C(O)=O, predict the reaction product. The product is: [CH2:1]([O:3][C:4](=[O:32])[NH:5][CH:6]([CH3:31])[CH2:7][C:9]1[CH:10]=[C:11]2[C:15](=[C:16]([C:18]#[N:19])[CH:17]=1)[N:14]([CH2:20][CH2:21][CH2:22][O:23][Si:24]([C:27]([CH3:30])([CH3:29])[CH3:28])([CH3:25])[CH3:26])[CH2:13][CH2:12]2)[CH3:2]. (7) Given the reactants [CH2:1]([C:3]1[CH:4]=[C:5]([NH:10][C:11](=[O:17])[O:12][C:13]([CH3:16])([CH3:15])[CH3:14])[CH:6]=[CH:7][C:8]=1[OH:9])[CH3:2].C(=O)([O-])[O-].[K+].[K+].Cl.Cl[CH2:26][CH2:27][N:28]1[CH2:32][CH2:31][CH2:30][CH2:29]1, predict the reaction product. The product is: [CH2:1]([C:3]1[CH:4]=[C:5]([NH:10][C:11](=[O:17])[O:12][C:13]([CH3:16])([CH3:15])[CH3:14])[CH:6]=[CH:7][C:8]=1[O:9][CH2:26][CH2:27][N:28]1[CH2:32][CH2:31][CH2:30][CH2:29]1)[CH3:2]. (8) Given the reactants Cl[C:2]1[C:7]([O:8][CH2:9][CH2:10][O:11][C:12]2[CH:17]=[CH:16][CH:15]=[CH:14][C:13]=2[Cl:18])=[N:6][CH:5]=[CH:4][N:3]=1.[NH2:19][CH:20]1[CH2:24][CH2:23][NH:22][CH2:21]1, predict the reaction product. The product is: [NH2:19][CH:20]1[CH2:24][CH2:23][N:22]([C:2]2[C:7]([O:8][CH2:9][CH2:10][O:11][C:12]3[CH:17]=[CH:16][CH:15]=[CH:14][C:13]=3[Cl:18])=[N:6][CH:5]=[CH:4][N:3]=2)[CH2:21]1. (9) Given the reactants N(C(OCC)=O)=NC(OCC)=O.[Cl:13][C:14]1[CH:19]=[CH:18][CH:17]=[C:16]([Cl:20])[C:15]=1[N:21]1[C:30]2[C:25](=[C:26]([C:32]3[CH:37]=[CH:36][CH:35]=[CH:34][C:33]=3[Cl:38])[CH:27]=[C:28]([OH:31])[CH:29]=2)[CH2:24][NH:23][C:22]1=[O:39].C1(P(C2C=CC=CC=2)C2C=CC=CC=2)C=CC=CC=1.O[CH2:60][CH2:61][N:62]1[CH2:67][CH2:66][CH2:65][CH2:64][CH2:63]1, predict the reaction product. The product is: [Cl:13][C:14]1[CH:19]=[CH:18][CH:17]=[C:16]([Cl:20])[C:15]=1[N:21]1[C:30]2[C:25](=[C:26]([C:32]3[CH:37]=[CH:36][CH:35]=[CH:34][C:33]=3[Cl:38])[CH:27]=[C:28]([O:31][CH2:60][CH2:61][N:62]3[CH2:67][CH2:66][CH2:65][CH2:64][CH2:63]3)[CH:29]=2)[CH2:24][NH:23][C:22]1=[O:39]. (10) Given the reactants C(OC(=O)C)(=O)C.CS(C)=O.[Cl:12][C:13]1[CH:18]=[CH:17][C:16]([CH:19]([OH:37])[C:20]([NH:29][C:30](=[O:36])[O:31][C:32]([CH3:35])([CH3:34])[CH3:33])([C:22]2[CH:23]=[N:24][C:25]([Cl:28])=[CH:26][CH:27]=2)[CH3:21])=[CH:15][C:14]=1[F:38], predict the reaction product. The product is: [Cl:12][C:13]1[CH:18]=[CH:17][C:16]([C:19](=[O:37])[C:20]([NH:29][C:30](=[O:36])[O:31][C:32]([CH3:33])([CH3:34])[CH3:35])([C:22]2[CH:23]=[N:24][C:25]([Cl:28])=[CH:26][CH:27]=2)[CH3:21])=[CH:15][C:14]=1[F:38].